Dataset: Catalyst prediction with 721,799 reactions and 888 catalyst types from USPTO. Task: Predict which catalyst facilitates the given reaction. (1) Reactant: [CH3:1][O:2][CH:3]([O:24][CH3:25])[CH2:4][N:5]1[C:13]2[C:8](=[CH:9][C:10]([O:14][C:15]3[CH:20]=[CH:19][C:18]([F:21])=[CH:17][C:16]=3[CH2:22][NH2:23])=[CH:11][CH:12]=2)[CH:7]=[N:6]1.[C:26]([C:30]1[CH:34]=[C:33]([NH:35][C:36](=O)[O:37]CC(Cl)(Cl)Cl)[N:32]([C:44]2[CH:49]=[CH:48][C:47]([CH3:50])=[CH:46][CH:45]=2)[N:31]=1)([CH3:29])([CH3:28])[CH3:27].C(N(CC)C(C)C)(C)C. Product: [C:26]([C:30]1[CH:34]=[C:33]([NH:35][C:36]([NH:23][CH2:22][C:16]2[CH:17]=[C:18]([F:21])[CH:19]=[CH:20][C:15]=2[O:14][C:10]2[CH:9]=[C:8]3[C:13](=[CH:12][CH:11]=2)[N:5]([CH2:4][CH:3]([O:2][CH3:1])[O:24][CH3:25])[N:6]=[CH:7]3)=[O:37])[N:32]([C:44]2[CH:49]=[CH:48][C:47]([CH3:50])=[CH:46][CH:45]=2)[N:31]=1)([CH3:29])([CH3:28])[CH3:27]. The catalyst class is: 80. (2) Reactant: C(Cl)(=O)C.[CH2:5]([O:12][C:13]([NH:15][C@H:16]([CH2:25][OH:26])[CH2:17][C:18]([O:20][C:21](C)(C)[CH3:22])=[O:19])=[O:14])[C:6]1[CH:11]=[CH:10][CH:9]=[CH:8][CH:7]=1. Product: [CH2:5]([O:12][C:13]([NH:15][C@H:16]([CH2:25][OH:26])[CH2:17][C:18]([O:20][CH2:21][CH3:22])=[O:19])=[O:14])[C:6]1[CH:7]=[CH:8][CH:9]=[CH:10][CH:11]=1.[O:20]=[C:18]1[O:26][CH2:25][C@@H:16]([NH:15][C:13](=[O:14])[O:12][CH2:5][C:6]2[CH:7]=[CH:8][CH:9]=[CH:10][CH:11]=2)[CH2:17]1. The catalyst class is: 8.